This data is from Forward reaction prediction with 1.9M reactions from USPTO patents (1976-2016). The task is: Predict the product of the given reaction. (1) Given the reactants I[C:2]1[CH:3]=[C:4]([CH:10]=[CH:11][CH:12]=1)[C:5]([O:7][CH2:8][CH3:9])=[O:6].[CH:13]1([SH:19])[CH2:18][CH2:17][CH2:16][CH2:15][CH2:14]1.C(N(CC)C(C)C)(C)C.CC1(C)C2C(=C(P(C3C=CC=CC=3)C3C=CC=CC=3)C=CC=2)OC2C(P(C3C=CC=CC=3)C3C=CC=CC=3)=CC=CC1=2, predict the reaction product. The product is: [CH:13]1([S:19][C:2]2[CH:3]=[C:4]([CH:10]=[CH:11][CH:12]=2)[C:5]([O:7][CH2:8][CH3:9])=[O:6])[CH2:18][CH2:17][CH2:16][CH2:15][CH2:14]1. (2) Given the reactants C([Mg]Cl)(C)C.[Cl:6][C:7]1[CH:12]=[CH:11][C:10]([C:13]2[N:17]([C:18]3[CH:23]=[CH:22][CH:21]=[CH:20][C:19]=3[Cl:24])[N:16]=[C:15]([C:25](OCC)=[O:26])[C:14]=2[CH3:30])=[CH:9][CH:8]=1.Cl.[CH3:32][NH:33][O:34][CH3:35], predict the reaction product. The product is: [CH3:35][O:34][N:33]([CH3:32])[C:25]([C:15]1[C:14]([CH3:30])=[C:13]([C:10]2[CH:11]=[CH:12][C:7]([Cl:6])=[CH:8][CH:9]=2)[N:17]([C:18]2[CH:23]=[CH:22][CH:21]=[CH:20][C:19]=2[Cl:24])[N:16]=1)=[O:26]. (3) Given the reactants C([Sn](CCCC)(OCCC(C)C)[O:6][Sn:7]([CH2:18][CH2:19][CH2:20][CH3:21])([CH2:14][CH2:15][CH2:16][CH3:17])[O:8][CH2:9][CH2:10][CH:11]([CH3:13])[CH3:12])CCC.[CH3:32][CH:33]([CH3:45])[CH2:34][CH2:35]OC(=O)O[CH2:35][CH2:34][CH:33]([CH3:45])[CH3:32].C(=O)([O-])[O-], predict the reaction product. The product is: [CH2:18]([Sn:7]([CH2:14][CH2:15][CH2:16][CH3:17])([O:6][CH2:35][CH2:34][CH:33]([CH3:45])[CH3:32])[O:8][CH2:9][CH2:10][CH:11]([CH3:12])[CH3:13])[CH2:19][CH2:20][CH3:21]. (4) Given the reactants Cl.[C:2]([O:6][C:7](=[O:15])[NH:8][C:9]1([C:12](=[NH:14])[NH2:13])[CH2:11][CH2:10]1)([CH3:5])([CH3:4])[CH3:3].CN(C)[CH:18]=[C:19]([Br:22])[CH:20]=O.CCO, predict the reaction product. The product is: [C:2]([O:6][C:7](=[O:15])[NH:8][C:9]1([C:12]2[N:13]=[CH:20][C:19]([Br:22])=[CH:18][N:14]=2)[CH2:11][CH2:10]1)([CH3:5])([CH3:3])[CH3:4]. (5) Given the reactants [CH3:1][O:2][C:3]1[C:28]([O:29][CH3:30])=[CH:27][C:6]2[C:7]3[N:12]([CH:13]([C:15]([CH3:20])([CH3:19])[CH2:16][O:17][CH3:18])[CH2:14][C:5]=2[CH:4]=1)[CH:11]=[C:10]([C:21]([O:23]CC)=[O:22])[C:9](=[O:26])[CH:8]=3.[Li+].[OH-].Cl, predict the reaction product. The product is: [CH3:1][O:2][C:3]1[C:28]([O:29][CH3:30])=[CH:27][C:6]2[C:7]3[N:12]([CH:13]([C:15]([CH3:20])([CH3:19])[CH2:16][O:17][CH3:18])[CH2:14][C:5]=2[CH:4]=1)[CH:11]=[C:10]([C:21]([OH:23])=[O:22])[C:9](=[O:26])[CH:8]=3.